Task: Binary Classification. Given a drug SMILES string, predict its activity (active/inactive) in a high-throughput screening assay against a specified biological target.. Dataset: HIV replication inhibition screening data with 41,000+ compounds from the AIDS Antiviral Screen (1) The drug is CSC1=N[N+]2=CC(c3ccccc3)=[N+]3N=C(NCCC(=O)O)[SH+][Ni-2]23[SH+]1. The result is 0 (inactive). (2) The drug is S=C(SSC(=S)C1CCCC1=NC1CCCCC1)C1CCCC1=NC1CCCCC1. The result is 0 (inactive). (3) The compound is CCCCCCCNC(=N)CSSCC(=N)NCCCCCCC. The result is 0 (inactive). (4) The compound is CC(O)C(C(=O)[O-])[N+]1=Cc2ccccc2[OH+][Co-2]12[OH+]c1ccccc1C=[N+]2C(C(=O)[O-])C(C)O. The result is 0 (inactive). (5) The molecule is CCCCCCCCCCCCCC(=O)OCC1OC(n2cc(C)c(=O)[nH]c2=O)CC1N=[N+]=[N-]. The result is 1 (active). (6) The compound is O=C(N=C1SCCN1C(=O)C(C(F)(F)F)C(F)(F)F)C(C(F)(F)F)C(F)(F)F. The result is 0 (inactive). (7) The compound is CC(C)(O)CCC(O)C(C)(O)C1CCC2(O)C3=CC(=O)C4CC(O)C(O)CC4(C)C3CCC12C. The result is 0 (inactive). (8) The result is 0 (inactive). The compound is O=C(NO)Nc1ccc(Cl)cc1.